From a dataset of Full USPTO retrosynthesis dataset with 1.9M reactions from patents (1976-2016). Predict the reactants needed to synthesize the given product. (1) Given the product [NH:16]1[CH2:20][CH2:19][NH:18][C:17]1=[N:15][CH:7]([C:1]1[CH:6]=[CH:5][CH:4]=[CH:3][CH:2]=1)[CH2:8][C:9]1[CH:10]=[CH:11][N:12]=[CH:13][CH:14]=1, predict the reactants needed to synthesize it. The reactants are: [C:1]1([CH:7]([NH2:15])[CH2:8][C:9]2[CH:14]=[CH:13][N:12]=[CH:11][CH:10]=2)[CH:6]=[CH:5][CH:4]=[CH:3][CH:2]=1.[NH:16]1[CH2:20][CH2:19][N:18]=[C:17]1S(O)(=O)=O. (2) Given the product [CH2:16]([N:6]1[C:7](=[O:15])[C:8]2[C:13]([CH3:14])=[N:12][O:11][C:9]=2[N:10]=[C:5]1[CH2:1][CH:2]([CH3:4])[CH3:3])[C:17]1[CH:22]=[CH:21][CH:20]=[CH:19][CH:18]=1, predict the reactants needed to synthesize it. The reactants are: [CH2:1]([C:5]1[NH:6][C:7](=[O:15])[C:8]2[C:13]([CH3:14])=[N:12][O:11][C:9]=2[N:10]=1)[CH:2]([CH3:4])[CH3:3].[CH2:16](Br)[C:17]1[CH:22]=[CH:21][CH:20]=[CH:19][CH:18]=1.C(=O)([O-])[O-].[K+].[K+]. (3) Given the product [O:26]=[S:27]1(=[O:33])[CH2:31][CH2:30][CH:29]([NH:32][C:22]([C:19]2[CH:20]=[CH:21][C:9]3[C:8](=[O:25])[C:7]4[C:6]5[C:14](=[CH:15][C:3]([C:1]#[N:2])=[CH:4][CH:5]=5)[NH:13][C:12]=4[C:11]([CH3:16])([CH3:17])[C:10]=3[CH:18]=2)=[O:24])[CH2:28]1, predict the reactants needed to synthesize it. The reactants are: [C:1]([C:3]1[CH:15]=[C:14]2[C:6]([C:7]3[C:8](=[O:25])[C:9]4[CH:21]=[CH:20][C:19]([C:22]([OH:24])=O)=[CH:18][C:10]=4[C:11]([CH3:17])([CH3:16])[C:12]=3[NH:13]2)=[CH:5][CH:4]=1)#[N:2].[O:26]=[S:27]1(=[O:33])[CH2:31][CH2:30][CH:29]([NH2:32])[CH2:28]1. (4) Given the product [CH:7]1([CH2:6][C@@H:2]([OH:12])[C:3]([OH:5])=[O:4])[CH2:11][CH2:10][CH2:9][CH2:8]1, predict the reactants needed to synthesize it. The reactants are: N[C@H:2]([CH2:6][CH:7]1[CH2:11][CH2:10][CH2:9][CH2:8]1)[C:3]([OH:5])=[O:4].[OH:12]S(O)(=O)=O.N([O-])=O.[Na+]. (5) Given the product [Cl:17][C:16]1[CH:15]=[CH:14][C:13]([NH:18][C:19](=[O:28])[C:20]2[CH:25]=[CH:24][C:23]([C:26]#[N:27])=[CH:22][CH:21]=2)=[CH:12][C:11]=1[NH:10][C:7]([C:3]1[CH:2]=[N:1][CH:6]=[CH:5][CH:4]=1)=[O:8], predict the reactants needed to synthesize it. The reactants are: [N:1]1[CH:6]=[CH:5][CH:4]=[C:3]([C:7](Cl)=[O:8])[CH:2]=1.[NH2:10][C:11]1[CH:12]=[C:13]([NH:18][C:19](=[O:28])[C:20]2[CH:25]=[CH:24][C:23]([C:26]#[N:27])=[CH:22][CH:21]=2)[CH:14]=[CH:15][C:16]=1[Cl:17]. (6) Given the product [NH2:28][C:29]1[N:34]=[CH:33][C:32]([C:2]2[C:3]([N:22]3[CH2:26][CH2:25][C@@H:24]([OH:27])[CH2:23]3)=[N:4][CH:5]=[C:6]([CH:21]=2)[C:7]([NH:9][C:10]2[CH:11]=[CH:12][C:13]([O:16][C:17]([F:18])([F:19])[F:20])=[CH:14][CH:15]=2)=[O:8])=[CH:31][N:30]=1, predict the reactants needed to synthesize it. The reactants are: Cl[C:2]1[C:3]([N:22]2[CH2:26][CH2:25][C@@H:24]([OH:27])[CH2:23]2)=[N:4][CH:5]=[C:6]([CH:21]=1)[C:7]([NH:9][C:10]1[CH:15]=[CH:14][C:13]([O:16][C:17]([F:20])([F:19])[F:18])=[CH:12][CH:11]=1)=[O:8].[NH2:28][C:29]1[N:34]=[CH:33][C:32](B(O)O)=[CH:31][N:30]=1.C([O-])([O-])=O.[Na+].[Na+]. (7) Given the product [ClH:34].[ClH:58].[C:1]([NH:5][C:6](=[O:35])[C:7]1[CH:12]=[CH:11][CH:10]=[C:9]([O:13][C:14]2[CH:19]=[CH:18][C:17]([NH:20][C:21]3[C:31]4[CH:30]=[C:29]([CH2:44][NH:36][C@H:37]5[CH2:42][CH2:41][C@H:40]([OH:43])[CH2:39][CH2:38]5)[CH2:28][CH2:27][NH:26][C:25]=4[N:24]=[CH:23][N:22]=3)=[CH:16][C:15]=2[Cl:34])[CH:8]=1)([CH3:4])([CH3:2])[CH3:3], predict the reactants needed to synthesize it. The reactants are: [C:1]([NH:5][C:6](=[O:35])[C:7]1[CH:12]=[CH:11][CH:10]=[C:9]([O:13][C:14]2[CH:19]=[CH:18][C:17]([NH:20][C:21]3[C:31]4[CH:30]=[C:29](C=O)[CH2:28][CH2:27][NH:26][C:25]=4[N:24]=[CH:23][N:22]=3)=[CH:16][C:15]=2[Cl:34])[CH:8]=1)([CH3:4])([CH3:3])[CH3:2].[NH2:36][C@H:37]1[CH2:42][CH2:41][C@H:40]([OH:43])[CH2:39][CH2:38]1.[C:44](O[BH-](OC(=O)C)OC(=O)C)(=O)C.[Na+].[ClH:58].C(OCC)(=O)C. (8) Given the product [NH2:5][C:6]([C:8]1[CH:13]=[CH:12][C:11]([NH:14][C:15]([CH:17]2[CH2:22][CH2:21][CH2:20][NH:19][CH2:18]2)=[O:16])=[CH:10][CH:9]=1)=[O:7], predict the reactants needed to synthesize it. The reactants are: C([O-])=O.[NH4+].[NH2:5][C:6]([C:8]1[CH:13]=[CH:12][C:11]([NH:14][C:15]([CH:17]2[CH2:22][CH2:21][CH2:20][N:19](CC3C=CC=CC=3)[CH2:18]2)=[O:16])=[CH:10][CH:9]=1)=[O:7].